Dataset: Reaction yield outcomes from USPTO patents with 853,638 reactions. Task: Predict the reaction yield, written as a fraction of the theoretical maximum amount of product (1.0 means a 100% yield; for example, 0.34 means a 34% yield). (1) The reactants are [Cl:1][C:2]1[S:6][C:5]([S:7]([NH:10][C:11]2[CH:19]=[CH:18][C:14]([C:15]([OH:17])=[O:16])=[C:13]([OH:20])[CH:12]=2)(=[O:9])=[O:8])=[CH:4][C:3]=1[C:21]1[CH:26]=[CH:25][CH:24]=[CH:23][C:22]=1[OH:27].C(N1C=CN=C1)(N1C=CN=C1)=O.N1C=CC=CC=1.[CH3:46][O:47][CH2:48][CH2:49]O.C(O)(C(F)(F)F)=O. The catalyst is CC#N.CO. The product is [Cl:1][C:2]1[S:6][C:5]([S:7]([NH:10][C:11]2[CH:19]=[CH:18][C:14]([C:15]([O:17][CH2:49][CH2:48][O:47][CH3:46])=[O:16])=[C:13]([OH:20])[CH:12]=2)(=[O:9])=[O:8])=[CH:4][C:3]=1[C:21]1[CH:26]=[CH:25][CH:24]=[CH:23][C:22]=1[OH:27]. The yield is 0.390. (2) The reactants are [I:1][C:2]1[CH:3]=[C:4]([C:8]2[N:13]=[C:12]([C:14](O)=[O:15])[CH:11]=[C:10]([O:17][CH:18]3[CH2:21][O:20][CH2:19]3)[N:9]=2)[CH:5]=[CH:6][CH:7]=1.[Cl-].[NH4+:23]. No catalyst specified. The product is [I:1][C:2]1[CH:3]=[C:4]([C:8]2[N:13]=[C:12]([C:14]([NH2:23])=[O:15])[CH:11]=[C:10]([O:17][CH:18]3[CH2:21][O:20][CH2:19]3)[N:9]=2)[CH:5]=[CH:6][CH:7]=1. The yield is 0.750.